Dataset: Reaction yield outcomes from USPTO patents with 853,638 reactions. Task: Predict the reaction yield, written as a fraction of the theoretical maximum amount of product (1.0 means a 100% yield; for example, 0.34 means a 34% yield). (1) The reactants are C[O:2][C:3]([C:5]1[CH:32]=[CH:31][C:8]([C:9]([N:11]2[CH2:15][C@@H:14]3[CH2:16][N:17]([C:19]([O:21][CH2:22][C:23]4[CH:28]=[C:27]([Cl:29])[CH:26]=[C:25]([Cl:30])[CH:24]=4)=[O:20])[CH2:18][C@@H:13]3[CH2:12]2)=[O:10])=[CH:7][CH:6]=1)=[O:4].[OH-].[Na+]. The catalyst is O1CCCC1. The product is [Cl:30][C:25]1[CH:24]=[C:23]([CH:28]=[C:27]([Cl:29])[CH:26]=1)[CH2:22][O:21][C:19]([N:17]1[CH2:18][C@H:13]2[CH2:12][N:11]([C:9]([C:8]3[CH:31]=[CH:32][C:5]([C:3]([OH:4])=[O:2])=[CH:6][CH:7]=3)=[O:10])[CH2:15][C@H:14]2[CH2:16]1)=[O:20]. The yield is 0.930. (2) The reactants are [Br:1][C:2]1[CH:3]=[CH:4][C:5]2[C:14]3[C:9](=[C:10]4[CH:18]=[CH:17][C:16]([OH:19])=[CH:15][C:11]4=[CH:12][CH:13]=3)[O:8][CH2:7][C:6]=2[CH:20]=1.N1C=CC=CC=1.[F:27][C:28]([F:41])([F:40])[S:29](O[S:29]([C:28]([F:41])([F:40])[F:27])(=[O:31])=[O:30])(=[O:31])=[O:30].Cl. The catalyst is ClCCl. The product is [F:27][C:28]([F:41])([F:40])[S:29]([O:19][C:16]1[CH:17]=[CH:18][C:10]2[C:11]([CH:15]=1)=[CH:12][CH:13]=[C:14]1[C:9]=2[O:8][CH2:7][C:6]2[CH:20]=[C:2]([Br:1])[CH:3]=[CH:4][C:5]1=2)(=[O:31])=[O:30]. The yield is 0.910. (3) The reactants are [BH4-].[Na+].[Cl:3][CH2:4][C:5]([NH:7][CH:8]1[CH2:17][CH2:16][C:15]2[C:10](=[CH:11][CH:12]=[CH:13][CH:14]=2)[C:9]1=[O:18])=[O:6].O.Cl. The catalyst is CO. The product is [Cl:3][CH2:4][C:5]([NH:7][C@@H:8]1[CH2:17][CH2:16][C:15]2[C:10](=[CH:11][CH:12]=[CH:13][CH:14]=2)[C@H:9]1[OH:18])=[O:6]. The yield is 1.00. (4) The reactants are [Cl:1][C:2]1[CH:3]=[C:4]([N:9]2CS/[C:10]/2=[N:13]\[C:14](=O)[C:15]2[CH:20]=[CH:19][CH:18]=[CH:17][CH:16]=2)[CH:5]=[C:6]([Cl:8])[CH:7]=1.[NH2:22][NH2:23]. The catalyst is C(#N)C. The product is [Cl:8][C:6]1[CH:5]=[C:4]([NH:9][C:10]2[N:13]=[C:14]([C:15]3[CH:16]=[CH:17][CH:18]=[CH:19][CH:20]=3)[NH:23][N:22]=2)[CH:3]=[C:2]([Cl:1])[CH:7]=1. The yield is 0.280. (5) The reactants are [CH3:1][C:2]([CH3:13])([CH2:6][CH2:7][CH2:8][CH2:9][CH2:10][CH2:11][CH3:12])[C:3]([OH:5])=O.CCN(CC)CC.CN(C(ON1N=NC2C=CC=CC1=2)=[N+](C)C)C.[B-](F)(F)(F)F.C([O-])(=O)C.[O:47]=[C:48]1[C@@H:51]([NH3+:52])[CH2:50][NH:49]1. The catalyst is C(Cl)Cl.C(Cl)Cl.CN(C=O)C. The product is [CH3:13][C:2]([CH3:1])([CH2:6][CH2:7][CH2:8][CH2:9][CH2:10][CH2:11][CH3:12])[C:3]([NH:52][C@H:51]1[CH2:50][NH:49][C:48]1=[O:47])=[O:5]. The yield is 0.330. (6) The reactants are [C:1]1(C)C=CC=C[CH:2]=1.[CH2:8]([O:15][C:16]1[CH:17]=[C:18]([CH2:30][C:31]#[N:32])[CH:19]=[CH:20][C:21]=1[O:22][CH2:23][C:24]1[CH:29]=[CH:28][CH:27]=[CH:26][CH:25]=1)[C:9]1[CH:14]=[CH:13][CH:12]=[CH:11][CH:10]=1.BrCCCl. The catalyst is [N+](CCCC)(CCCC)(CCCC)CCCC.[Br-].[OH-].[Na+].O. The product is [CH2:8]([O:15][C:16]1[CH:17]=[C:18]([C:30]2([C:31]#[N:32])[CH2:2][CH2:1]2)[CH:19]=[CH:20][C:21]=1[O:22][CH2:23][C:24]1[CH:29]=[CH:28][CH:27]=[CH:26][CH:25]=1)[C:9]1[CH:10]=[CH:11][CH:12]=[CH:13][CH:14]=1. The yield is 0.660. (7) The reactants are [NH2:1][C:2]1[C:10]2[C:5](=[N:6][C:7]([N:13]3[CH2:18][CH2:17][CH:16]([O:19][Si:20]([C:23]([CH3:26])([CH3:25])[CH3:24])([CH3:22])[CH3:21])[CH2:15][CH2:14]3)=[CH:8]C=2CO)[S:4][C:3]=1[C:27]([NH2:29])=[O:28].[C-:30]#N.[K+].[C:33]([OH:36])(=[O:35])[CH3:34]. The catalyst is CO.O=[Mn]=O. The product is [CH3:30][O:35][C:33]([C:34]1[C:10]2[C:2]([NH2:1])=[C:3]([C:27](=[O:28])[NH2:29])[S:4][C:5]=2[N:6]=[C:7]([N:13]2[CH2:18][CH2:17][CH:16]([O:19][Si:20]([C:23]([CH3:26])([CH3:24])[CH3:25])([CH3:22])[CH3:21])[CH2:15][CH2:14]2)[CH:8]=1)=[O:36]. The yield is 0.600. (8) The reactants are CN(C)CCC[OH:6].[OH-].[K+].Cl/[C:11](/[C:33]1[CH:38]=[CH:37][CH:36]=[CH:35][CH:34]=1)=[CH:12]\[C:13]1[C:18]([C:19]#[N:20])=[C:17]([C:21]2[CH:26]=[CH:25][C:24]([O:27]C)=[CH:23][CH:22]=2)[N:16]=[C:15]2[NH:29][N:30]=[C:31]([CH3:32])[C:14]=12.B(Br)(Br)Br. The catalyst is CS(C)=O.O. The product is [OH:27][C:24]1[CH:23]=[CH:22][C:21]([C:17]2[N:16]=[C:15]3[NH:29][N:30]=[C:31]([CH3:32])[C:14]3=[C:13]([CH2:12][C:11](=[O:6])[C:33]3[CH:38]=[CH:37][CH:36]=[CH:35][CH:34]=3)[C:18]=2[C:19]#[N:20])=[CH:26][CH:25]=1. The yield is 0.540.